Task: Predict the reaction yield, written as a fraction of the theoretical maximum amount of product (1.0 means a 100% yield; for example, 0.34 means a 34% yield).. Dataset: Reaction yield outcomes from USPTO patents with 853,638 reactions (1) No catalyst specified. The product is [CH3:20][C:19]1[N:18]=[C:17]([C:14]2[C:13]3[C:8]([NH:7][CH:4]4[CH2:3][CH2:2][O:1][CH2:6][CH2:5]4)=[N:9][CH:10]=[CH:11][C:12]=3[NH:16][N:15]=2)[CH:22]=[CH:21][CH:23]=1. The yield is 0.100. The reactants are [O:1]1[CH2:6][CH2:5][CH:4]([NH:7][C:8]2[C:13]3[C:14]([C:17]4[CH:22]=[C:21]([C:23](F)(F)F)[CH:20]=[CH:19][N:18]=4)=[N:15][NH:16][C:12]=3[CH:11]=[CH:10][N:9]=2)[CH2:3][CH2:2]1.COC1C=CC(CN2C3C=CN=C(NC4CCOCC4)C=3C([Sn](C)(C)C)=N2)=CC=1.BrC1C=CC=C(C)N=1. (2) The yield is 0.390. The product is [Cl:31][C:26]1[CH:27]=[CH:28][CH:29]=[CH:30][C:25]=1[N:17]1[CH:18]=[C:19]([C:21]([F:23])([F:24])[F:22])[N:20]=[C:16]1[C:13]1[S:12][C:11]([C:8]2[CH:9]=[CH:10][C:5]([CH2:4][C:3]([OH:33])=[O:2])=[CH:6][C:7]=2[CH3:32])=[CH:15][CH:14]=1. The reactants are C[O:2][C:3](=[O:33])[CH2:4][C:5]1[CH:10]=[CH:9][C:8]([C:11]2[S:12][C:13]([C:16]3[N:17]([C:25]4[CH:30]=[CH:29][CH:28]=[CH:27][C:26]=4[Cl:31])[CH:18]=[C:19]([C:21]([F:24])([F:23])[F:22])[N:20]=3)=[CH:14][CH:15]=2)=[C:7]([CH3:32])[CH:6]=1.O.[OH-].[Li+].Cl. The catalyst is C1COCC1.O. (3) The reactants are Cl.[Cl:2][C:3]1[CH:4]=[C:5]([C:10]23[CH2:15][CH:14]2[CH2:13][NH:12][CH2:11]3)[CH:6]=[CH:7][C:8]=1[Cl:9].ICC.CCN(C(C)C)[CH:22]([CH3:24])[CH3:23]. The catalyst is CN(C=O)C. The product is [Cl:2][C:3]1[CH:4]=[C:5]([C:10]23[CH2:15][CH:14]2[CH2:13][N:12]([CH:22]([CH3:24])[CH3:23])[CH2:11]3)[CH:6]=[CH:7][C:8]=1[Cl:9]. The yield is 0.490. (4) The product is [CH3:2][O:3][C:4]([C:6]1([NH:10][S:20]([C:15]2[CH:16]=[CH:17][CH:18]=[CH:19][C:14]=2[N+:11]([O-:13])=[O:12])(=[O:21])=[O:22])[CH2:9][CH2:8][CH2:7]1)=[O:5]. The catalyst is C(Cl)Cl. The reactants are Cl.[CH3:2][O:3][C:4]([C:6]1([NH2:10])[CH2:9][CH2:8][CH2:7]1)=[O:5].[N+:11]([C:14]1[CH:19]=[CH:18][CH:17]=[CH:16][C:15]=1[S:20](Cl)(=[O:22])=[O:21])([O-:13])=[O:12].C(N(CC)CC)C.O. The yield is 0.900.